Task: Predict the product of the given reaction.. Dataset: Forward reaction prediction with 1.9M reactions from USPTO patents (1976-2016) (1) Given the reactants [CH2:1]([C@H:4]1[CH2:9][C@H:8]([C:10]2[CH:15]=[CH:14][CH:13]=[C:12]([Cl:16])[CH:11]=2)[C@@H:7]([C:17]2[CH:22]=[CH:21][C:20]([Cl:23])=[CH:19][CH:18]=2)[N:6]([C@@H:24]([CH2:27][CH3:28])[CH2:25][OH:26])[C:5]1=[O:29])[CH:2]=[CH2:3].[H-].[Na+].Br[CH2:33][CH:34]1[CH2:36][CH2:35]1, predict the reaction product. The product is: [CH2:1]([C@H:4]1[CH2:9][C@H:8]([C:10]2[CH:15]=[CH:14][CH:13]=[C:12]([Cl:16])[CH:11]=2)[C@@H:7]([C:17]2[CH:18]=[CH:19][C:20]([Cl:23])=[CH:21][CH:22]=2)[N:6]([C@H:24]([CH2:27][CH3:28])[CH2:25][O:26][CH2:33][CH:34]2[CH2:36][CH2:35]2)[C:5]1=[O:29])[CH:2]=[CH2:3]. (2) Given the reactants [CH3:1][CH:2]1[CH2:6][CH2:5][CH:4]([CH3:7])[N:3]1[C:8]1[N:13]=[C:12]([NH:14][C:15]2[C:16]3[N:17]([CH:31]=[CH:32][N:33]=3)[N:18]=[C:19]([C:21]3[CH:22]=[C:23]([CH:28]=[CH:29][CH:30]=3)[C:24]([O:26]C)=[O:25])[CH:20]=2)[CH:11]=[CH:10][CH:9]=1.[OH-].[Na+], predict the reaction product. The product is: [CH3:7][CH:4]1[CH2:5][CH2:6][CH:2]([CH3:1])[N:3]1[C:8]1[N:13]=[C:12]([NH:14][C:15]2[C:16]3[N:17]([CH:31]=[CH:32][N:33]=3)[N:18]=[C:19]([C:21]3[CH:22]=[C:23]([CH:28]=[CH:29][CH:30]=3)[C:24]([OH:26])=[O:25])[CH:20]=2)[CH:11]=[CH:10][CH:9]=1. (3) Given the reactants [C:1]([C:5]1[CH:10]=[CH:9][C:8]([CH:11]2[N:15]([C:16]3[S:17][C:18]([CH3:21])=[N:19][N:20]=3)[C:14](=[O:22])[C:13]([OH:23])=[C:12]2[C:24](=[O:33])[C:25]2[CH:30]=[CH:29][C:28]([O:31][CH3:32])=[CH:27][CH:26]=2)=[CH:7][CH:6]=1)([CH3:4])([CH3:3])[CH3:2].I[CH3:35], predict the reaction product. The product is: [C:1]([C:5]1[CH:6]=[CH:7][C:8]([CH:11]2[N:15]([C:16]3[S:17][C:18]([CH3:21])=[N:19][N:20]=3)[C:14](=[O:22])[C:13]([O:23][CH3:35])=[C:12]2[C:24](=[O:33])[C:25]2[CH:26]=[CH:27][C:28]([O:31][CH3:32])=[CH:29][CH:30]=2)=[CH:9][CH:10]=1)([CH3:4])([CH3:2])[CH3:3]. (4) Given the reactants C([C:5]1[CH:10]=[CH:9][C:8]([C:11]2[CH:16]=[CH:15][C:14](C(C)(C)C)=[CH:13][CH:12]=2)=[C:7]([N+:21]([O-])=O)[CH:6]=1)(C)(C)C.C(OP(OCC)OCC)C, predict the reaction product. The product is: [CH:15]1[C:16]2[NH:21][C:7]3[C:8](=[CH:9][CH:10]=[CH:5][CH:6]=3)[C:11]=2[CH:12]=[CH:13][CH:14]=1. (5) Given the reactants [CH:1]1[CH:2]=[CH:3][C:4]2[NH:11][C:9](=[O:10])[CH:8]=[C:7]([CH2:12][CH:13]([NH:17][C:18]([C:20]3[CH:21]=[CH:22][C:23]([Cl:26])=[CH:24][CH:25]=3)=[O:19])[C:14]([OH:16])=[O:15])[C:5]=2[CH:6]=1.Cl.Cl[CH2:29][CH2:30][N:31]1[CH2:36][CH2:35][CH2:34][CH2:33][CH2:32]1, predict the reaction product. The product is: [Cl:26][C:23]1[CH:24]=[CH:25][C:20]([C:18]([NH:17][CH:13]([CH2:12][C:7]2[C:5]3[C:4](=[CH:3][CH:2]=[CH:1][CH:6]=3)[NH:11][C:9](=[O:10])[CH:8]=2)[C:14]([O:16][CH2:29][CH2:30][N:31]2[CH2:36][CH2:35][CH2:34][CH2:33][CH2:32]2)=[O:15])=[O:19])=[CH:21][CH:22]=1.